From a dataset of TCR-epitope binding with 47,182 pairs between 192 epitopes and 23,139 TCRs. Binary Classification. Given a T-cell receptor sequence (or CDR3 region) and an epitope sequence, predict whether binding occurs between them. (1) The TCR CDR3 sequence is CASSQDSGSLNEQFF. Result: 1 (the TCR binds to the epitope). The epitope is TLVPQEHYV. (2) The epitope is SEETGTLIV. The TCR CDR3 sequence is CASSETIAGVYEQYF. Result: 0 (the TCR does not bind to the epitope).